Dataset: Catalyst prediction with 721,799 reactions and 888 catalyst types from USPTO. Task: Predict which catalyst facilitates the given reaction. (1) Reactant: [CH2:1]1[CH2:11][CH2:10]N2C(=NCCC2)[CH2:3][CH2:2]1.BrCCCCCBr.[NH2:19][C:20]1[CH:21]=[C:22]([C:26]2[C:27]([C:44]([O:46][CH2:47][CH3:48])=[O:45])=[C:28]3[C:37]4[C:32](=[CH:33][C:34]([O:40][CH3:41])=[C:35]([O:38][CH3:39])[CH:36]=4)[CH2:31][CH2:30][N:29]3[C:42]=2[CH3:43])[CH:23]=[CH:24][CH:25]=1. Product: [CH3:41][O:40][C:34]1[CH:33]=[C:32]2[C:37](=[CH:36][C:35]=1[O:38][CH3:39])[C:28]1=[C:27]([C:44]([O:46][CH2:47][CH3:48])=[O:45])[C:26]([C:22]3[CH:23]=[CH:24][CH:25]=[C:20]([N:19]4[CH2:10][CH2:11][CH2:1][CH2:2][CH2:3]4)[CH:21]=3)=[C:42]([CH3:43])[N:29]1[CH2:30][CH2:31]2. The catalyst class is: 3. (2) Reactant: [Li+].CCC[CH2-].C(=O)=O.[Cl:9][C:10]1[CH:18]=[C:17]([CH3:19])[CH:16]=[C:15]([Cl:20])[C:11]=1[C:12](O)=[O:13].B.C1COCC1. Product: [Cl:9][C:10]1[CH:18]=[C:17]([CH3:19])[CH:16]=[C:15]([Cl:20])[C:11]=1[CH2:12][OH:13]. The catalyst class is: 1. (3) Reactant: [Cl:1][C:2]1[CH:22]=[CH:21][C:5]2[N:6]([C:16](=O)[CH2:17][C:18]#[N:19])[C:7]3[CH:14]=[CH:13][C:12]([Cl:15])=[CH:11][C:8]=3[CH2:9][CH2:10][C:4]=2[CH:3]=1.B.C1COCC1.Cl.[OH-].[Na+]. Product: [ClH:1].[Cl:1][C:2]1[CH:22]=[CH:21][C:5]2[N:6]([CH2:16][CH2:17][CH2:18][NH2:19])[C:7]3[CH:14]=[CH:13][C:12]([Cl:15])=[CH:11][C:8]=3[CH2:9][CH2:10][C:4]=2[CH:3]=1. The catalyst class is: 1. (4) Reactant: C[O:2][C:3]([C:5]1[CH:10]=[CH:9][C:8]([CH2:11][C:12]2[C:13]([F:27])=[C:14]([C:20]3[CH:25]=[CH:24][CH:23]=[C:22]([Cl:26])[CH:21]=3)[C:15]([O:18][CH3:19])=[CH:16][CH:17]=2)=[CH:7][N:6]=1)=O.[H-].[Al+3].[Li+].[H-].[H-].[H-]. Product: [Cl:26][C:22]1[CH:21]=[C:20]([C:14]2[C:15]([O:18][CH3:19])=[CH:16][CH:17]=[C:12]([CH2:11][C:8]3[CH:9]=[CH:10][C:5]([CH2:3][OH:2])=[N:6][CH:7]=3)[C:13]=2[F:27])[CH:25]=[CH:24][CH:23]=1. The catalyst class is: 7. (5) Reactant: C([O:3][C:4]([C:6]1[N:7]([CH3:17])[N:8]=[C:9]([C:13]([CH3:16])([CH3:15])[CH3:14])[C:10]=1[O:11][CH3:12])=[O:5])C.[OH-].[Na+]. Product: [C:13]([C:9]1[C:10]([O:11][CH3:12])=[C:6]([C:4]([OH:5])=[O:3])[N:7]([CH3:17])[N:8]=1)([CH3:16])([CH3:14])[CH3:15]. The catalyst class is: 5. (6) Reactant: C(O[C:4]([C:11]1[CH:16]=[CH:15][CH:14]=[CH:13][CH:12]=1)(OCC)OCC)C.[CH:17]([C@H:20]1[CH2:24][O:23][C:22](=[O:25])[N:21]1[C:26]1[CH:31]=[CH:30][N:29]=[C:28]([NH:32][C@@H:33]([CH3:38])[C:34]([NH:36][NH2:37])=[O:35])[N:27]=1)([CH3:19])[CH3:18].C(OCC)(=O)C. Product: [CH:17]([C@H:20]1[CH2:24][O:23][C:22](=[O:25])[N:21]1[C:26]1[CH:31]=[CH:30][N:29]=[C:28]([NH:32][C@H:33]([C:34]2[O:35][C:4]([C:11]3[CH:16]=[CH:15][CH:14]=[CH:13][CH:12]=3)=[N:37][N:36]=2)[CH3:38])[N:27]=1)([CH3:19])[CH3:18]. The catalyst class is: 194.